From a dataset of Merck oncology drug combination screen with 23,052 pairs across 39 cell lines. Regression. Given two drug SMILES strings and cell line genomic features, predict the synergy score measuring deviation from expected non-interaction effect. Drug 1: N#Cc1ccc(Cn2cncc2CN2CCN(c3cccc(Cl)c3)C(=O)C2)cc1. Drug 2: Cc1nc(Nc2ncc(C(=O)Nc3c(C)cccc3Cl)s2)cc(N2CCN(CCO)CC2)n1. Cell line: NCIH23. Synergy scores: synergy=-58.2.